This data is from Forward reaction prediction with 1.9M reactions from USPTO patents (1976-2016). The task is: Predict the product of the given reaction. (1) The product is: [CH2:23]([C:30]1[CH:35]=[C:34]([CH2:36][CH3:37])[CH:33]=[CH:32][C:31]=1[O:38][C:15]1[CH:14]=[C:13]([CH:18]=[C:17]([F:19])[CH:16]=1)[O:12][C:9]1[CH:10]=[CH:11][C:6]([CH2:5][CH2:4][C:3]([OH:2])=[O:22])=[C:7]([CH3:21])[CH:8]=1)[C:24]1[CH:25]=[CH:26][CH:27]=[CH:28][CH:29]=1. Given the reactants C[O:2][C:3](=[O:22])[CH2:4][CH2:5][C:6]1[CH:11]=[CH:10][C:9]([O:12][C:13]2[CH:18]=[C:17]([F:19])[CH:16]=[C:15](Br)[CH:14]=2)=[CH:8][C:7]=1[CH3:21].[CH2:23]([C:30]1[CH:35]=[C:34]([CH2:36][CH3:37])[CH:33]=[CH:32][C:31]=1[OH:38])[C:24]1[CH:29]=[CH:28][CH:27]=[CH:26][CH:25]=1, predict the reaction product. (2) Given the reactants [CH2:1]([NH:5][C:6]([C:8]1[CH:9]=[CH:10][CH:11]=[C:12]2[S:18][C:17]3[CH:19]=[CH:20][CH:21]=[CH:22][C:16]=3[N:15]=[C:14](Cl)[C:13]=12)=[O:7])[CH2:2][CH2:3][CH3:4].[Br-].[F:25][C:26]1[CH:27]=[CH:28][C:29]([Zn+])=[N:30][CH:31]=1.[NH4+].[Cl-], predict the reaction product. The product is: [CH2:1]([NH:5][C:6]([C:8]1[CH:9]=[CH:10][CH:11]=[C:12]2[S:18][C:17]3[CH:19]=[CH:20][CH:21]=[CH:22][C:16]=3[N:15]=[C:14]([C:29]3[CH:28]=[CH:27][C:26]([F:25])=[CH:31][N:30]=3)[C:13]=12)=[O:7])[CH2:2][CH2:3][CH3:4].